From a dataset of Forward reaction prediction with 1.9M reactions from USPTO patents (1976-2016). Predict the product of the given reaction. (1) Given the reactants [CH3:1][O:2][C:3]1[CH:4]=[C:5]([N:12]2[CH2:17][CH2:16][CH:15]([N:18]3[CH2:22][CH2:21][CH2:20][CH2:19]3)[CH2:14][CH2:13]2)[CH:6]=[CH:7][C:8]=1[N+:9]([O-])=O.[H][H], predict the reaction product. The product is: [CH3:1][O:2][C:3]1[CH:4]=[C:5]([N:12]2[CH2:17][CH2:16][CH:15]([N:18]3[CH2:22][CH2:21][CH2:20][CH2:19]3)[CH2:14][CH2:13]2)[CH:6]=[CH:7][C:8]=1[NH2:9]. (2) Given the reactants [C:1]([C:3]1[CH:4]=[C:5]([CH2:9][C:10]2[N:11]=[C:12]3[S:19][C:18]([CH3:20])=[C:17]([C:21]([NH:23]C)=O)[N:13]3[C:14](=[O:16])[CH:15]=2)[CH:6]=[CH:7][CH:8]=1)#[N:2].[Cu](C#N)C#N, predict the reaction product. The product is: [C:1]([C:3]1[CH:4]=[C:5]([CH2:9][C:10]2[N:11]=[C:12]3[S:19][C:18]([CH3:20])=[C:17]([C:21]#[N:23])[N:13]3[C:14](=[O:16])[CH:15]=2)[CH:6]=[CH:7][CH:8]=1)#[N:2]. (3) Given the reactants [OH:1][C:2]1[CH:7]=[CH:6][C:5]([C:8]([F:11])([F:10])[F:9])=[CH:4][C:3]=1[C:12]1[CH2:16][CH2:15][CH2:14][C:13]=1[C:17]1[N:22]=[C:21]([C:23]([OH:25])=[O:24])[CH:20]=[CH:19][CH:18]=1.C(=O)([O-])[O-].[K+].[K+].[Cl:32][C:33]1[CH:40]=[C:39]([Cl:41])[CH:38]=[CH:37][C:34]=1[CH2:35]Br.CN(C=O)C, predict the reaction product. The product is: [Cl:32][C:33]1[CH:40]=[C:39]([Cl:41])[CH:38]=[CH:37][C:34]=1[CH2:35][O:1][C:2]1[CH:7]=[CH:6][C:5]([C:8]([F:9])([F:10])[F:11])=[CH:4][C:3]=1[C:12]1[CH2:16][CH2:15][CH2:14][C:13]=1[C:17]1[N:22]=[C:21]([C:23]([O:25][CH2:35][C:34]2[CH:37]=[CH:38][C:39]([Cl:41])=[CH:40][C:33]=2[Cl:32])=[O:24])[CH:20]=[CH:19][CH:18]=1. (4) Given the reactants Cl[CH2:2][C:3]([C:7]1[CH:12]=[CH:11][C:10]([F:13])=[C:9]([F:14])[CH:8]=1)([OH:6])[CH2:4]Cl.C(=O)(O)[O-].[Na+].[CH:20]([NH2:23])([CH3:22])[CH3:21], predict the reaction product. The product is: [F:14][C:9]1[CH:8]=[C:7]([C:3]2([OH:6])[CH2:4][N:23]([CH:20]([CH3:22])[CH3:21])[CH2:2]2)[CH:12]=[CH:11][C:10]=1[F:13]. (5) Given the reactants [F:1][C:2]1[CH:3]=[N:4][CH:5]=[C:6]([CH:11]=1)[C:7](Cl)=[N:8][OH:9].[C:12]([C:14]1[CH:19]=[C:18]([O:20][CH3:21])[CH:17]=[C:16]([O:22][CH3:23])[CH:15]=1)#[CH:13].N, predict the reaction product. The product is: [CH3:23][O:22][C:16]1[CH:15]=[C:14]([C:12]2[O:9][N:8]=[C:7]([C:6]3[CH:5]=[N:4][CH:3]=[C:2]([F:1])[CH:11]=3)[CH:13]=2)[CH:19]=[C:18]([O:20][CH3:21])[CH:17]=1. (6) Given the reactants [C:1]([O:6]CC)(=O)[CH:2]=[N:3][OH:4].[N:9]1([CH2:16][CH2:17][NH2:18])[CH2:15][CH2:14][CH2:13][CH2:12][CH2:11][CH2:10]1, predict the reaction product. The product is: [OH:4][N:3]=[CH:2][C:1]([NH:18][CH2:17][CH2:16][N:9]1[CH2:15][CH2:14][CH2:13][CH2:12][CH2:11][CH2:10]1)=[O:6]. (7) Given the reactants COC1C=CC(C[N:8]2[C:12]3=[N:13][CH:14]=[CH:15][C:16]([N:17]([CH2:42][CH2:43][N:44]4[CH2:49][CH2:48][O:47][CH2:46][CH2:45]4)[C:18]4[CH:23]=[CH:22][C:21]([NH:24][C:25]([C:27]5[C:28](=[O:40])[N:29]([C:33]6[CH:38]=[CH:37][C:36]([F:39])=[CH:35][CH:34]=6)[N:30]=[CH:31][CH:32]=5)=[O:26])=[CH:20][C:19]=4[F:41])=[C:11]3[CH:10]=[N:9]2)=CC=1.C(O)(C(F)(F)F)=O, predict the reaction product. The product is: [F:41][C:19]1[CH:20]=[C:21]([NH:24][C:25]([C:27]2[C:28](=[O:40])[N:29]([C:33]3[CH:34]=[CH:35][C:36]([F:39])=[CH:37][CH:38]=3)[N:30]=[CH:31][CH:32]=2)=[O:26])[CH:22]=[CH:23][C:18]=1[N:17]([CH2:42][CH2:43][N:44]1[CH2:45][CH2:46][O:47][CH2:48][CH2:49]1)[C:16]1[CH:15]=[CH:14][N:13]=[C:12]2[NH:8][N:9]=[CH:10][C:11]=12. (8) The product is: [N:4]1[CH:3]=[C:2]([B:8]([OH:11])[OH:9])[CH:7]=[N:6][CH:5]=1. Given the reactants Br[C:2]1[CH:3]=[N:4][CH:5]=[N:6][CH:7]=1.[B:8](OC)([O:11]C)[O:9]C.[Li]CCCC.Cl, predict the reaction product. (9) Given the reactants [NH2:1][C:2]1[N:11]=[C:10]([NH:12][C:13]([CH3:16])([CH3:15])[CH3:14])[C:9]2[C:8](=[O:17])[N:7]([CH2:18][CH2:19][OH:20])[CH:6]=[N:5][C:4]=2[CH:3]=1.C1C=CC(P(C2C(C3C(P(C4C=CC=CC=4)C4C=CC=CC=4)=CC=C4C=3C=CC=C4)=C3C(C=CC=C3)=CC=2)C2C=CC=CC=2)=CC=1.CC([O-])(C)C.[Na+].Br[C:74]1[CH:79]=[C:78]([CH:80]([OH:82])[CH3:81])[C:77]([F:83])=[CH:76][N:75]=1, predict the reaction product. The product is: [C:13]([NH:12][C:10]1[C:9]2[C:8](=[O:17])[N:7]([CH2:18][CH2:19][OH:20])[CH:6]=[N:5][C:4]=2[CH:3]=[C:2]([NH:1][C:74]2[CH:79]=[C:78]([CH:80]([OH:82])[CH3:81])[C:77]([F:83])=[CH:76][N:75]=2)[N:11]=1)([CH3:14])([CH3:15])[CH3:16].